This data is from Reaction yield outcomes from USPTO patents with 853,638 reactions. The task is: Predict the reaction yield, written as a fraction of the theoretical maximum amount of product (1.0 means a 100% yield; for example, 0.34 means a 34% yield). The reactants are C(OC(N1CC[N:11]([CH2:14][C:15]2[C:16](=[O:40])[N:17]([CH2:30][CH2:31][CH2:32][C:33]3[CH:38]=[CH:37][C:36]([F:39])=[CH:35][CH:34]=3)[N:18]=[C:19]([C:21]3[CH:26]=[CH:25][C:24]([O:27][CH3:28])=[C:23]([F:29])[CH:22]=3)[CH:20]=2)CC1)=O)(C)(C)C.FC1C=C(C2C=C(COS(C)(=O)=O)C(=O)N(CCCC3C=CC(F)=CC=3)N=2)C=CC=1OC. No catalyst specified. The product is [NH2:11][CH2:14][C:15]1[C:16](=[O:40])[N:17]([CH2:30][CH2:31][CH2:32][C:33]2[CH:38]=[CH:37][C:36]([F:39])=[CH:35][CH:34]=2)[N:18]=[C:19]([C:21]2[CH:26]=[CH:25][C:24]([O:27][CH3:28])=[C:23]([F:29])[CH:22]=2)[CH:20]=1. The yield is 0.417.